Predict the reactants needed to synthesize the given product. From a dataset of Full USPTO retrosynthesis dataset with 1.9M reactions from patents (1976-2016). (1) Given the product [CH:23]([N:19]1[C:18]([C:12]2[CH:13]=[C:14]3[N:10]([C:9]4[CH:26]=[C:5]([CH:3]5[CH2:2][N:1]([C:27](=[O:29])[CH3:28])[CH2:4]5)[CH:6]=[CH:7][C:8]=4[O:17][CH2:16][CH2:15]3)[N:11]=2)=[N:22][CH:21]=[N:20]1)([CH3:24])[CH3:25], predict the reactants needed to synthesize it. The reactants are: [NH:1]1[CH2:4][CH:3]([C:5]2[CH:6]=[CH:7][C:8]3[O:17][CH2:16][CH2:15][C:14]4[N:10]([N:11]=[C:12]([C:18]5[N:19]([CH:23]([CH3:25])[CH3:24])[N:20]=[CH:21][N:22]=5)[CH:13]=4)[C:9]=3[CH:26]=2)[CH2:2]1.[C:27](OC(=O)C)(=[O:29])[CH3:28]. (2) Given the product [Br:17][C:9]1[CH:10]=[C:5]([C:3](=[O:4])[C:2]([F:15])([F:16])[F:1])[CH:6]=[C:7]([C:11]([F:12])([F:13])[F:14])[CH:8]=1, predict the reactants needed to synthesize it. The reactants are: [F:1][C:2]([F:16])([F:15])[C:3]([C:5]1[CH:10]=[CH:9][CH:8]=[C:7]([C:11]([F:14])([F:13])[F:12])[CH:6]=1)=[O:4].[Br:17]N1C(C)(C)C(=O)N(Br)C1=O. (3) Given the product [Cl:17][CH2:13][C:10]1[CH:11]=[CH:12][C:7]([C:4]2[CH:5]=[CH:6][N:2]([CH3:1])[N:3]=2)=[CH:8][CH:9]=1, predict the reactants needed to synthesize it. The reactants are: [CH3:1][N:2]1[CH:6]=[CH:5][C:4]([C:7]2[CH:12]=[CH:11][C:10]([CH2:13]O)=[CH:9][CH:8]=2)=[N:3]1.S(Cl)([Cl:17])=O. (4) Given the product [CH3:34][C:31]1[C:30]2[CH:38]=[CH:39][C:27]([O:26][CH2:25][CH2:24][O:1][C:2]3[CH:3]=[C:4]4[C:8](=[CH:9][CH:10]=3)[C@H:7]([CH2:11][C:12]([OH:14])=[O:13])[CH2:6][CH2:5]4)=[C:28]([CH2:40][CH2:41][CH3:42])[C:29]=2[O:33][N:32]=1, predict the reactants needed to synthesize it. The reactants are: [OH:1][C:2]1[CH:3]=[C:4]2[C:8](=[CH:9][CH:10]=1)[C@H:7]([CH2:11][C:12]([O:14]CC)=[O:13])[CH2:6][CH2:5]2.C([O-])([O-])=O.[Cs+].[Cs+].Br[CH2:24][CH2:25][O:26][C:27]1[CH:39]=[CH:38][C:30]2[C:31]([C:34](F)(F)F)=[N:32][O:33][C:29]=2[C:28]=1[CH2:40][CH2:41][CH3:42]. (5) Given the product [Br:1][C:2]1[CH:3]=[C:4]2[C:9](=[CH:10][CH:11]=1)[O:8][C@@H:7]1[CH2:12][O:13][CH2:14][CH2:15][C@H:6]1[C:5]2=[CH2:17], predict the reactants needed to synthesize it. The reactants are: [Br:1][C:2]1[CH:3]=[C:4]2[C:9](=[CH:10][CH:11]=1)[O:8][C@@H:7]1[CH2:12][O:13][CH2:14][CH2:15][C@H:6]1[C:5]2=O.[C:17]1(C)C=CC=CC=1. (6) Given the product [C:1]([N:5]([CH2:13][CH2:14][CH2:15][C:16]#[C:17][C:18]1[S:19][CH:20]=[CH:21][CH:22]=1)[C:6](=[O:12])[C:7]([OH:9])=[O:8])([CH3:4])([CH3:2])[CH3:3], predict the reactants needed to synthesize it. The reactants are: [C:1]([N:5]([CH2:13][CH2:14][CH2:15][C:16]#[C:17][C:18]1[S:19][CH:20]=[CH:21][CH:22]=1)[C:6](=[O:12])[C:7]([O:9]CC)=[O:8])([CH3:4])([CH3:3])[CH3:2].[OH-].[K+].Cl. (7) Given the product [Cl:23][C:24]1[CH:25]=[C:26]([N:32]2[CH:40]([C:41]3[CH:42]=[CH:43][C:44]([F:47])=[CH:45][CH:46]=3)[CH:39]3[C:34]([C:35]4[CH:51]=[CH:50][C:49]([C:52]([NH:72][CH2:71][CH2:70][N:65]5[CH2:69][CH2:68][CH2:67][CH2:66]5)=[O:54])=[CH:48][C:36]=4[CH2:37][CH2:38]3)=[N:33]2)[CH:27]=[CH:28][C:29]=1[C:30]#[N:31], predict the reactants needed to synthesize it. The reactants are: F[B-](F)(F)F.N1(OC(N(C)C)=[N+](C)C)C2C=CC=CC=2N=N1.[Cl:23][C:24]1[CH:25]=[C:26]([N:32]2[CH:40]([C:41]3[CH:46]=[CH:45][C:44]([F:47])=[CH:43][CH:42]=3)[CH:39]3[C:34]([C:35]4[CH:51]=[CH:50][C:49]([C:52]([OH:54])=O)=[CH:48][C:36]=4[CH2:37][CH2:38]3)=[N:33]2)[CH:27]=[CH:28][C:29]=1[C:30]#[N:31].C(O)C.C(N(CC)CC)C.[N:65]1([CH2:70][CH2:71][NH2:72])[CH2:69][CH2:68][CH2:67][CH2:66]1. (8) Given the product [F:2][C:3]1[CH:4]=[N:5][CH:6]=[CH:7][C:8]=1[C:9]1[N:23]=[C:21]([NH:20][C:16]2[CH:17]=[CH:18][CH:19]=[C:14]([CH3:13])[CH:15]=2)[S:22][CH:10]=1, predict the reactants needed to synthesize it. The reactants are: Br.[F:2][C:3]1[C:4](Br)=[N:5][CH:6]=[CH:7][C:8]=1[C:9](=O)[CH3:10].[CH3:13][C:14]1[CH:15]=[C:16]([NH:20][C:21]([NH2:23])=[S:22])[CH:17]=[CH:18][CH:19]=1.N.